This data is from Full USPTO retrosynthesis dataset with 1.9M reactions from patents (1976-2016). The task is: Predict the reactants needed to synthesize the given product. (1) Given the product [CH3:28][C@@H:17]1[CH2:16][C:14]2[CH2:15][C:2](=[CH2:1])[CH2:3][CH2:9][C:10]=2[C@@H:11]2[C@@H:18]1[C@H:19]1[C@@:20]([CH2:13][CH2:12]2)([CH3:21])[C@@H:22]([OH:26])[CH2:23][CH2:24]1, predict the reactants needed to synthesize it. The reactants are: [CH3:1][C:2](C)([O-])[CH3:3].[K+].C[C@@H]1C[C:24]2[CH2:23][C:22](=[O:26])[CH2:21][CH2:20][C:19]=2[C@@H:18]2[C@@H:9]1[C@H:10]1[C@@:14]([CH2:16][CH2:17]2)([CH3:15])[C@@H:13](O)[CH2:12][CH2:11]1.[CH2:28]1COCC1. (2) The reactants are: [CH3:1][C:2]1[C@@H:19]([O:20][C:21]([C@H:23]([OH:40])[C@@H:24]([NH:31][C:32]([C:34]2[CH:39]=[CH:38][CH:37]=[CH:36][CH:35]=2)=[O:33])[C:25]2[CH:30]=[CH:29][CH:28]=[CH:27][CH:26]=2)=[O:22])[CH2:18][C@:14]2([OH:41])[C:15]([CH3:17])([CH3:16])[C:3]=1[C@@H:4]([O:59][C:60]([CH3:62])=[O:61])[C:5]([C@@:7]1([CH3:58])[C@H:12]([C@@H:13]2[O:42][C:43]([C:45]2[CH:50]=[CH:49][CH:48]=[CH:47][CH:46]=2)=[O:44])[C@:11]2([O:53][C:54]([CH3:56])=[O:55])[CH2:51][O:52][C@@H:10]2[CH2:9][C@H:8]1[OH:57])=[O:6]. Given the product [CH3:1][C:2]1[C@@H:19]([O:20][C:21]([C@H:23]([OH:40])[C@@H:24]([NH:31][C:32]([C:34]2[CH:35]=[CH:36][CH:37]=[CH:38][CH:39]=2)=[O:33])[C:25]2[CH:30]=[CH:29][CH:28]=[CH:27][CH:26]=2)=[O:22])[CH2:18][C@:14]2([OH:41])[C:15]([CH3:16])([CH3:17])[C:3]=1[C@@H:4]([O:59][C:60]([CH3:62])=[O:61])[C:5]([C@@:7]1([CH3:58])[C@H:12]([C@@H:13]2[O:42][C:43]([C:45]2[CH:46]=[CH:47][CH:48]=[CH:49][CH:50]=2)=[O:44])[C@:11]2([O:53][C:54]([CH3:56])=[O:55])[CH2:51][O:52][C@@H:10]2[CH2:9][C@@H:8]1[OH:57])=[O:6].[CH3:1][C:2]1[C@@H:19]([O:20][C:21]([C@H:23]([OH:40])[C@@H:24]([NH:31][C:32]([C:34]2[CH:39]=[CH:38][CH:37]=[CH:36][CH:35]=2)=[O:33])[C:25]2[CH:26]=[CH:27][CH:28]=[CH:29][CH:30]=2)=[O:22])[CH2:18][C@:14]2([OH:41])[C:15]([CH3:16])([CH3:17])[C:3]=1[C@@H:4]([O:59][C:60]([CH3:62])=[O:61])[C:5]([C@@:7]1([CH3:58])[C@H:12]([C@@H:13]2[O:42][C:43]([C:45]2[CH:50]=[CH:49][CH:48]=[CH:47][CH:46]=2)=[O:44])[C@:11]2([O:53][C:54]([CH3:56])=[O:55])[CH2:51][O:52][C@@H:10]2[CH2:9][C@H:8]1[OH:57])=[O:6], predict the reactants needed to synthesize it. (3) Given the product [N:28]([CH2:16][C@@H:14]1[CH2:13][C@H:12]([N:8]2[C:4]3[N:5]=[CH:6][N:7]=[C:2]([NH2:1])[C:3]=3[C:10]([I:11])=[CH:9]2)[CH2:15]1)=[N+:29]=[N-:30], predict the reactants needed to synthesize it. The reactants are: [NH2:1][C:2]1[C:3]2[C:10]([I:11])=[CH:9][N:8]([C@@H:12]3[CH2:15][C@H:14]([CH2:16]OS(C4C=CC(C)=CC=4)(=O)=O)[CH2:13]3)[C:4]=2[N:5]=[CH:6][N:7]=1.[N-:28]=[N+:29]=[N-:30].[Na+].CN(C=O)C. (4) Given the product [Br:12][C:13]1[CH:19]=[CH:18][C:16]([NH:17][C:2]2[S:3][C:4]3[CH:10]=[C:9]([Cl:11])[CH:8]=[CH:7][C:5]=3[N:6]=2)=[CH:15][CH:14]=1, predict the reactants needed to synthesize it. The reactants are: Cl[C:2]1[S:3][C:4]2[CH:10]=[C:9]([Cl:11])[CH:8]=[CH:7][C:5]=2[N:6]=1.[Br:12][C:13]1[CH:19]=[CH:18][C:16]([NH2:17])=[CH:15][CH:14]=1.Cl.O1CCOCC1. (5) Given the product [CH3:15][O:16][C:17](=[O:40])[CH2:18][CH:19]1[CH2:20][CH2:21][CH:22]([C:25]2[CH:26]=[CH:27][C:28]([C:2]3[CH:3]=[CH:4][C:5]([NH:8][C:9]4[CH:13]=[CH:12][N:11]([CH3:14])[N:10]=4)=[CH:6][N:7]=3)=[CH:29][CH:30]=2)[CH2:23][CH2:24]1, predict the reactants needed to synthesize it. The reactants are: Br[C:2]1[N:7]=[CH:6][C:5]([NH:8][C:9]2[CH:13]=[CH:12][N:11]([CH3:14])[N:10]=2)=[CH:4][CH:3]=1.[CH3:15][O:16][C:17](=[O:40])[CH2:18][CH:19]1[CH2:24][CH2:23][CH:22]([C:25]2[CH:30]=[CH:29][C:28](B3OC(C)(C)C(C)(C)O3)=[CH:27][CH:26]=2)[CH2:21][CH2:20]1.C(=O)([O-])[O-].[K+].[K+]. (6) The reactants are: [Cl:1][C:2]1[N:10]=[CH:9][CH:8]=[CH:7][C:3]=1[C:4]([OH:6])=O.CCN(C(C)C)C(C)C.[CH2:20]([Cl:23])[CH2:21]Cl.C1C=[CH:26][C:27]2N(O)N=[N:30][C:28]=2[CH:29]=1. Given the product [Cl:1][C:2]1[C:3]([C:4]([NH:30][C:28]2[CH:29]=[CH:21][C:20]([Cl:23])=[CH:26][CH:27]=2)=[O:6])=[CH:7][CH:8]=[CH:9][N:10]=1, predict the reactants needed to synthesize it.